From a dataset of Reaction yield outcomes from USPTO patents with 853,638 reactions. Predict the reaction yield, written as a fraction of the theoretical maximum amount of product (1.0 means a 100% yield; for example, 0.34 means a 34% yield). (1) The reactants are [CH3:1][S:2][CH:3]([C:5]1[CH:6]=[CH:7][C:8]([C:11]([F:17])([F:16])[C:12]([F:15])([F:14])[F:13])=[N:9][CH:10]=1)[CH3:4].[N:18]#[C:19][NH2:20].C(O)(=O)C.C(O)(=O)C.IC1C=CC=CC=1. The catalyst is C1COCC1. The product is [F:16][C:11]([F:17])([C:8]1[N:9]=[CH:10][C:5]([CH:3]([S:2]([CH3:1])=[N:20][C:19]#[N:18])[CH3:4])=[CH:6][CH:7]=1)[C:12]([F:13])([F:14])[F:15]. The yield is 0.850. (2) The reactants are [F:1][C:2]1[CH:3]=[CH:4][C:5]([NH:8][NH2:9])=[N:6][CH:7]=1.[CH2:10]1[C:12]2([CH2:17][CH2:16][CH2:15][CH2:14][N:13]2[C:18](Cl)=[O:19])[CH2:11]1.CCN(C(C)C)C(C)C.O. The catalyst is C(Cl)Cl. The product is [F:1][C:2]1[CH:3]=[CH:4][C:5]([NH:8][NH:9][C:18]([N:13]2[CH2:14][CH2:15][CH2:16][CH2:17][C:12]32[CH2:10][CH2:11]3)=[O:19])=[N:6][CH:7]=1. The yield is 0.740. (3) The reactants are [CH3:1][O:2][C:3]1[CH:8]=[CH:7][C:6]([CH2:9][C:10](Cl)=[O:11])=[CH:5][CH:4]=1.C(N(CC)CC)C.[C:20]1([SH:26])[CH:25]=[CH:24][CH:23]=[CH:22][CH:21]=1.CCCC(C)C.C(OCC)(=O)C. The catalyst is C1(C)C=CC=CC=1. The product is [CH3:1][O:2][C:3]1[CH:8]=[CH:7][C:6]([CH2:9][C:10](=[O:11])[S:26][C:20]2[CH:25]=[CH:24][CH:23]=[CH:22][CH:21]=2)=[CH:5][CH:4]=1. The yield is 0.970. (4) The reactants are [CH2:1]([O:3][C:4]([N:6]1[CH2:11][CH2:10][CH:9]([NH:12][S:13]([C:16]2[C:25]3[CH2:24][CH2:23][CH2:22][CH2:21][C:20]=3[C:19]([NH:26][C:27](=[O:35])[C:28]3[CH:33]=[CH:32][CH:31]=[CH:30][C:29]=3[CH3:34])=[CH:18][CH:17]=2)(=[O:15])=[O:14])[CH2:8][CH2:7]1)=[O:5])[CH3:2].S([O-])([O-])(=O)=[O:37].[Mg+2].[Mn]([O-])(=O)(=O)=O.[K+]. The catalyst is CC(C)=O. The product is [CH2:1]([O:3][C:4]([N:6]1[CH2:7][CH2:8][CH:9]([NH:12][S:13]([C:16]2[C:25]3[CH2:24][CH2:23][CH2:22][C:21](=[O:37])[C:20]=3[C:19]([NH:26][C:27](=[O:35])[C:28]3[CH:33]=[CH:32][CH:31]=[CH:30][C:29]=3[CH3:34])=[CH:18][CH:17]=2)(=[O:15])=[O:14])[CH2:10][CH2:11]1)=[O:5])[CH3:2]. The yield is 0.170. (5) The reactants are CO[CH:3]([O:10][CH3:11])[C:4]1[CH:9]=[CH:8][CH:7]=[CH:6][CH:5]=1.[SH:12][CH2:13]CCO. The catalyst is C1COCC1.O.[O-2].[O-2].[O-2].O=[Si]=O.O=[Si]=O.O=[Si]=O.O=[Si]=O.[Al+3].[Al+3]. The product is [C:4]1([CH:3]2[S:12][CH2:13][CH2:11][O:10]2)[CH:9]=[CH:8][CH:7]=[CH:6][CH:5]=1. The yield is 0.970. (6) The reactants are [CH:1]1(B(O)O)[CH2:3][CH2:2]1.N#N.Br[C:10]1[C:11]([NH:17][C:18]2[CH:27]=[CH:26][CH:25]=[CH:24][C:19]=2[C:20]([NH:22][CH3:23])=[O:21])=[CH:12][C:13]([Cl:16])=[N:14][CH:15]=1.[O-]P([O-])([O-])=O.[K+].[K+].[K+]. The catalyst is C1(C)C=CC=CC=1.O.C1C=CC([P]([Pd]([P](C2C=CC=CC=2)(C2C=CC=CC=2)C2C=CC=CC=2)([P](C2C=CC=CC=2)(C2C=CC=CC=2)C2C=CC=CC=2)[P](C2C=CC=CC=2)(C2C=CC=CC=2)C2C=CC=CC=2)(C2C=CC=CC=2)C2C=CC=CC=2)=CC=1. The product is [Cl:16][C:13]1[CH:12]=[C:11]([NH:17][C:18]2[CH:27]=[CH:26][CH:25]=[CH:24][C:19]=2[C:20]([NH:22][CH3:23])=[O:21])[C:10]([CH:1]2[CH2:3][CH2:2]2)=[CH:15][N:14]=1. The yield is 0.540. (7) The reactants are OC1C2C(=C(N)C=CC=2)N=C(C(O)=O)C=1.C[O:17][C:18]([C:20]1[CH:29]=[C:28]([OH:30])[C:27]2[C:22](=[C:23]([NH2:35])[CH:24]=[CH:25][C:26]=2[CH2:31][CH2:32][CH2:33][OH:34])[N:21]=1)=[O:19]. No catalyst specified. The product is [OH:34][CH2:33][CH2:32][CH2:31][C:26]1[CH:25]=[CH:24][C:23]([NH2:35])=[C:22]2[C:27]=1[C:28]([OH:30])=[CH:29][C:20]([C:18]([OH:19])=[O:17])=[N:21]2. The yield is 0.460. (8) The reactants are [N:1]12[CH2:8][CH2:7][C:4]([C:9]([C:17]3[CH:22]=[CH:21][CH:20]=[CH:19][CH:18]=3)([C:11]3[CH:16]=[CH:15][CH:14]=[CH:13][CH:12]=3)[OH:10])([CH2:5][CH2:6]1)[CH2:3][CH2:2]2.[F:23][C:24]1[CH:25]=[C:26]([O:30][CH2:31][CH2:32][CH2:33][Br:34])[CH:27]=[CH:28][CH:29]=1. The catalyst is CC#N. The product is [Br-:34].[F:23][C:24]1[CH:25]=[C:26]([O:30][CH2:31][CH2:32][CH2:33][N+:1]23[CH2:6][CH2:5][C:4]([C:9]([OH:10])([C:17]4[CH:22]=[CH:21][CH:20]=[CH:19][CH:18]=4)[C:11]4[CH:12]=[CH:13][CH:14]=[CH:15][CH:16]=4)([CH2:3][CH2:2]2)[CH2:7][CH2:8]3)[CH:27]=[CH:28][CH:29]=1. The yield is 0.531. (9) The reactants are CC1[N:3]([C:8]2[N:13]=[CH:12][C:11]([C:14]3[CH:19]=[CH:18][N:17]=[C:16]([C:20]4[CH:25]=[C:24]([C:26]5[CH:31]=[CH:30][C:29]([C:32]([F:35])([F:34])[F:33])=[CH:28][CH:27]=5)[CH:23]=[C:22]([CH3:36])[N:21]=4)[N:15]=3)=[CH:10][CH:9]=2)C(C)=CC=1.Cl.NO.[OH-].[Na+].O. The catalyst is C(O)CC. The product is [CH3:36][C:22]1[N:21]=[C:20]([C:16]2[N:15]=[C:14]([C:11]3[CH:10]=[CH:9][C:8]([NH2:3])=[N:13][CH:12]=3)[CH:19]=[CH:18][N:17]=2)[CH:25]=[C:24]([C:26]2[CH:31]=[CH:30][C:29]([C:32]([F:34])([F:33])[F:35])=[CH:28][CH:27]=2)[CH:23]=1. The yield is 0.670.